Dataset: Full USPTO retrosynthesis dataset with 1.9M reactions from patents (1976-2016). Task: Predict the reactants needed to synthesize the given product. (1) Given the product [CH3:34][C:35]1[C:39]([CH3:40])=[C:38]([NH:41][C:42]([N:20]2[CH2:19][CH2:18][C:16]3([CH2:17][CH:14]([C:11]4[N:10]=[C:9]([C:6]5[CH:7]=[CH:8][C:3]([C:2]([F:23])([F:1])[F:24])=[CH:4][CH:5]=5)[O:13][N:12]=4)[CH2:15]3)[CH2:22][CH2:21]2)=[O:43])[O:37][N:36]=1, predict the reactants needed to synthesize it. The reactants are: [F:1][C:2]([F:24])([F:23])[C:3]1[CH:8]=[CH:7][C:6]([C:9]2[O:13][N:12]=[C:11]([CH:14]3[CH2:17][C:16]4([CH2:22][CH2:21][NH:20][CH2:19][CH2:18]4)[CH2:15]3)[N:10]=2)=[CH:5][CH:4]=1.CCN(C(C)C)C(C)C.[CH3:34][C:35]1[C:39]([CH3:40])=[C:38]([NH:41][C:42](=O)[O:43]C2C=CC=CC=2)[O:37][N:36]=1. (2) Given the product [F:1][C:2]1[CH:3]=[CH:4][C:5]([CH2:8][C:9]([NH:38][CH:39]([C:40]([O:42][CH2:43][CH3:44])=[O:41])[C:45]([O:47][CH2:48][CH3:49])=[O:46])=[O:11])=[CH:6][CH:7]=1, predict the reactants needed to synthesize it. The reactants are: [F:1][C:2]1[CH:7]=[CH:6][C:5]([CH2:8][C:9]([OH:11])=O)=[CH:4][CH:3]=1.ON1C2C=CC=CC=2N=N1.C1(N=C=NC2CCCCC2)CCCCC1.Cl.[NH2:38][CH:39]([C:45]([O:47][CH2:48][CH3:49])=[O:46])[C:40]([O:42][CH2:43][CH3:44])=[O:41].N1C=CC=CC=1. (3) Given the product [CH3:1][O:2][C:3]1[CH:4]=[C:5]([C:12]2[CH2:17][CH2:16][CH:15]([N:29]3[CH2:28][CH2:27][N:26]([C:19]([O:21][C:22]([CH3:25])([CH3:24])[CH3:23])=[O:20])[CH2:31][CH2:30]3)[CH2:14][CH:13]=2)[CH:6]=[CH:7][C:8]=1[N+:9]([O-:11])=[O:10], predict the reactants needed to synthesize it. The reactants are: [CH3:1][O:2][C:3]1[CH:4]=[C:5]([C:12]2[CH2:17][CH2:16][C:15](=O)[CH2:14][CH:13]=2)[CH:6]=[CH:7][C:8]=1[N+:9]([O-:11])=[O:10].[C:19]([N:26]1[CH2:31][CH2:30][NH:29][CH2:28][CH2:27]1)([O:21][C:22]([CH3:25])([CH3:24])[CH3:23])=[O:20].C(O[BH-](OC(=O)C)OC(=O)C)(=O)C.[Na+].CC(O)=O. (4) Given the product [Cl:19][C:20]1[C:21]([O:18][C:5]2[CH:4]=[CH:3][C:2]([Cl:1])=[C:11]3[C:6]=2[C:7]2([CH2:17][CH2:16][CH2:15][CH2:14][CH2:13]2)[NH:8][C:9](=[O:12])[NH:10]3)=[C:22]([CH:25]=[CH:26][CH:27]=1)[C:23]#[N:24], predict the reactants needed to synthesize it. The reactants are: [Cl:1][C:2]1[CH:3]=[CH:4][C:5]([OH:18])=[C:6]2[C:11]=1[NH:10][C:9](=[O:12])[NH:8][C:7]12[CH2:17][CH2:16][CH2:15][CH2:14][CH2:13]1.[Cl:19][C:20]1[C:21](F)=[C:22]([CH:25]=[CH:26][CH:27]=1)[C:23]#[N:24]. (5) Given the product [C:27]([O:15][C@@H:13]([CH3:14])[C@@H:12]([NH:11][C:8]1[CH:7]=[CH:6][C:3]([C:4]#[N:5])=[C:2]([Cl:1])[C:9]=1[CH3:10])[C:16]1[O:17][C:18]([C:21]2[CH:26]=[CH:25][CH:24]=[CH:23][CH:22]=2)=[N:19][N:20]=1)(=[O:29])[CH3:28], predict the reactants needed to synthesize it. The reactants are: [Cl:1][C:2]1[C:9]([CH3:10])=[C:8]([NH:11][C@@H:12]([C:16]2[O:17][C:18]([C:21]3[CH:26]=[CH:25][CH:24]=[CH:23][CH:22]=3)=[N:19][N:20]=2)[C@@H:13]([OH:15])[CH3:14])[CH:7]=[CH:6][C:3]=1[C:4]#[N:5].[C:27](Cl)(=[O:29])[CH3:28]. (6) Given the product [Br:7][C:5]1[N:6]=[C:2]([N:8]2[CH2:9][CH2:10][CH:11]([NH:14][C:15](=[O:21])[O:16][C:17]([CH3:19])([CH3:18])[CH3:20])[CH2:12][CH2:13]2)[S:3][CH:4]=1, predict the reactants needed to synthesize it. The reactants are: Br[C:2]1[S:3][CH:4]=[C:5]([Br:7])[N:6]=1.[NH:8]1[CH2:13][CH2:12][CH:11]([NH:14][C:15](=[O:21])[O:16][C:17]([CH3:20])([CH3:19])[CH3:18])[CH2:10][CH2:9]1. (7) Given the product [Cl:1][CH2:2][C:3]1[CH:11]=[CH:10][CH:9]=[CH:8][C:4]=1[C:5]([Cl:7])=[N:15][O:14][CH3:13], predict the reactants needed to synthesize it. The reactants are: [Cl:1][CH2:2][C:3]1[CH:11]=[CH:10][CH:9]=[CH:8][C:4]=1[C:5]([Cl:7])=O.Cl.[CH3:13][O:14][NH2:15].N1C=CC=CC=1.Cl.P(Cl)(Cl)(Cl)(Cl)Cl.C(=O)(O)[O-].[Na+].